The task is: Predict the product of the given reaction.. This data is from Forward reaction prediction with 1.9M reactions from USPTO patents (1976-2016). (1) The product is: [Cl:1][C:2]1[CH:7]=[CH:6][C:5]([CH2:8][C:9]([OH:11])=[O:10])=[CH:4][C:3]=1[O:12][C:20]1[CH:21]=[CH:22][C:17]([S:14]([CH3:13])(=[O:16])=[O:15])=[CH:18][CH:19]=1. Given the reactants [Cl:1][C:2]1[CH:7]=[CH:6][C:5]([CH2:8][C:9]([OH:11])=[O:10])=[CH:4][C:3]=1[OH:12].[CH3:13][S:14]([C:17]1[CH:22]=[CH:21][C:20](F)=[CH:19][CH:18]=1)(=[O:16])=[O:15], predict the reaction product. (2) Given the reactants C[Si]([C:5]#[C:6][C:7]1[CH:16]=[C:15]2[C:10]([C:11](=[O:26])[N:12]3[CH2:25][CH2:24][C:19]4([O:23][CH2:22][CH2:21][O:20]4)[CH2:18][CH2:17][C:13]3=[N:14]2)=[CH:9][CH:8]=1)(C)C.[OH-].[K+], predict the reaction product. The product is: [C:6]([C:7]1[CH:16]=[C:15]2[C:10]([C:11](=[O:26])[N:12]3[CH2:25][CH2:24][C:19]4([O:23][CH2:22][CH2:21][O:20]4)[CH2:18][CH2:17][C:13]3=[N:14]2)=[CH:9][CH:8]=1)#[CH:5]. (3) Given the reactants [NH2:1][C:2](=[N:23][OH:24])[CH:3]([N:11]([CH3:22])[C:12](=[O:21])[O:13][CH2:14][C:15]1[CH:20]=[CH:19][CH:18]=[CH:17][CH:16]=1)[CH:4]1[CH2:8][CH2:7][CH:6]([CH2:9][OH:10])[CH2:5]1.[CH2:25]([O:27][C:28]([C:30]#[C:31][C:32]([O:34][CH2:35][CH3:36])=[O:33])=[O:29])[CH3:26], predict the reaction product. The product is: [NH2:1][C:2](=[N:23][O:24]/[C:31](=[CH:30]/[C:28]([O:27][CH2:25][CH3:26])=[O:29])/[C:32]([O:34][CH2:35][CH3:36])=[O:33])[CH:3]([N:11]([C:12]([O:13][CH2:14][C:15]1[CH:16]=[CH:17][CH:18]=[CH:19][CH:20]=1)=[O:21])[CH3:22])[CH:4]1[CH2:8][CH2:7][CH:6]([CH2:9][OH:10])[CH2:5]1. (4) Given the reactants [N:1]([C:4]1[CH:9]=[C:8]([C:10]([O:12]C)=[O:11])[CH:7]=[CH:6][C:5]=1[C:14]([O:16]C)=O)=[C:2]=[S:3].[CH3:18][O:19][C:20]1[N:25]=[C:24]([NH2:26])[CH:23]=[C:22]([O:27][CH3:28])[N:21]=1.[OH-].[Na+].Cl, predict the reaction product. The product is: [CH3:18][O:19][C:20]1[N:25]=[C:24]([N:26]2[C:14](=[O:16])[C:5]3[C:4](=[CH:9][C:8]([C:10]([OH:12])=[O:11])=[CH:7][CH:6]=3)[NH:1][C:2]2=[S:3])[CH:23]=[C:22]([O:27][CH3:28])[N:21]=1. (5) Given the reactants [OH:1][C:2]1[CH:3]=[C:4]([CH:9]=[C:10]([O:12][CH:13]([CH3:17])[CH2:14][O:15][CH3:16])[CH:11]=1)[C:5]([O:7][CH3:8])=[O:6].Cl.CN(C)CC(O)=O.C(=O)([O-])[O-].[Cs+].[Cs+].I[C:33]1[CH:38]=[CH:37][C:36]([C:39]2[O:40][C:41]([CH3:44])=[N:42][N:43]=2)=[CH:35][CH:34]=1, predict the reaction product. The product is: [CH3:16][O:15][CH2:14][CH:13]([O:12][C:10]1[CH:9]=[C:4]([CH:3]=[C:2]([O:1][C:33]2[CH:34]=[CH:35][C:36]([C:39]3[O:40][C:41]([CH3:44])=[N:42][N:43]=3)=[CH:37][CH:38]=2)[CH:11]=1)[C:5]([O:7][CH3:8])=[O:6])[CH3:17]. (6) Given the reactants [CH2:1]([O:3][C:4]([C:6]1[CH:11]=[CH:10][C:9]([NH:12][C:13]([NH2:15])=[S:14])=[CH:8][CH:7]=1)=[O:5])C.Br[CH:17]1[CH2:22][CH2:21][CH2:20][CH:19]([C:23]2[CH:28]=[CH:27][CH:26]=[CH:25][CH:24]=2)[C:18]1=O, predict the reaction product. The product is: [CH3:1][O:3][C:4](=[O:5])[C:6]1[CH:11]=[CH:10][C:9]([NH:12][C:13]2[S:14][C:25]3[CH2:26][CH2:27][CH2:28][CH:23]([C:19]4[CH:20]=[CH:21][CH:22]=[CH:17][CH:18]=4)[C:24]=3[N:15]=2)=[CH:8][CH:7]=1. (7) Given the reactants [Si](Cl)(C)(C)C.Br[C:7]([F:14])([F:13])[C:8]([O:10][CH2:11][CH3:12])=[O:9].[CH2:15]([O:17][C:18](=[O:39])[CH2:19][CH2:20][N:21]([CH2:29]N1C2C=CC=CC=2N=N1)[CH2:22][C:23]1[CH:28]=[CH:27][CH:26]=[CH:25][CH:24]=1)[CH3:16].C([O-])(O)=O.[Na+], predict the reaction product. The product is: [CH2:22]([N:21]([CH2:20][CH2:19][C:18]([O:17][CH2:15][CH3:16])=[O:39])[CH2:29][C:7]([F:14])([F:13])[C:8]([O:10][CH2:11][CH3:12])=[O:9])[C:23]1[CH:28]=[CH:27][CH:26]=[CH:25][CH:24]=1.